From a dataset of Retrosynthesis with 50K atom-mapped reactions and 10 reaction types from USPTO. Predict the reactants needed to synthesize the given product. (1) Given the product CC(C)(C)OC(=O)N1CCC(CCC(=O)c2ccc(NC(=O)C(C)(C)C)nc2F)CC1, predict the reactants needed to synthesize it. The reactants are: CC(C)(C)OC(=O)N1CCC(CCC(O)c2ccc(NC(=O)C(C)(C)C)nc2F)CC1. (2) Given the product C[C@@H](COC(C)(C)C)Oc1cc(C#N)cc(Oc2ccc(S(C)(=O)=O)cc2)c1, predict the reactants needed to synthesize it. The reactants are: CS(=O)(=O)c1ccc(Oc2cc(F)cc(C#N)c2)cc1.C[C@H](O)COC(C)(C)C. (3) Given the product NC(=O)c1nc2c(s1)CCOc1cc(F)c(C#CC3(O)CCCC3)cc1-2, predict the reactants needed to synthesize it. The reactants are: C#CC1(O)CCCC1.NC(=O)c1nc2c(s1)CCOc1cc(F)c(Br)cc1-2. (4) Given the product COC(=O)c1ccc(NS(=O)(=O)c2cc(-c3cccc(C(=O)OC(C)C)c3)c(Cl)s2)cc1O, predict the reactants needed to synthesize it. The reactants are: COC(=O)c1ccc(NS(=O)(=O)c2cc(-c3cccc(C(=O)O)c3)c(Cl)s2)cc1O.O=C(n1ccnc1)n1ccnc1.